Dataset: Full USPTO retrosynthesis dataset with 1.9M reactions from patents (1976-2016). Task: Predict the reactants needed to synthesize the given product. (1) Given the product [Cl:1][C:2]1[CH:3]=[C:4]([C@@H:12]([CH2:16][CH:17]2[CH2:21][CH2:20][CH2:19][CH2:18]2)[C:13]([NH:40][C:37]2[CH:36]=[N:35][C:34]([C@H:32]3[CH2:31][O:30][C:29]([CH3:41])([CH3:28])[O:33]3)=[CH:39][N:38]=2)=[O:15])[CH:5]=[CH:6][C:7]=1[S:8]([CH3:11])(=[O:9])=[O:10], predict the reactants needed to synthesize it. The reactants are: [Cl:1][C:2]1[CH:3]=[C:4]([C@@H:12]([CH2:16][CH:17]2[CH2:21][CH2:20][CH2:19][CH2:18]2)[C:13]([OH:15])=O)[CH:5]=[CH:6][C:7]=1[S:8]([CH3:11])(=[O:10])=[O:9].C(Cl)(=O)C(Cl)=O.[CH3:28][C:29]1([CH3:41])[O:33][C@@H:32]([C:34]2[N:35]=[CH:36][C:37]([NH2:40])=[N:38][CH:39]=2)[CH2:31][O:30]1.N1C=CC=CC=1.Cl. (2) Given the product [CH2:49]([O:48][C:46]([CH:44]1[CH2:45][CH:43]1[CH2:41][NH:1][C@:2]12[CH2:37][CH2:36][C@@H:35]([C:38]([CH3:40])=[CH2:39])[C@@H:3]1[C@@H:4]1[C@@:17]([CH3:20])([CH2:18][CH2:19]2)[C@@:16]2([CH3:21])[C@@H:7]([C@:8]3([CH3:34])[C@@H:13]([CH2:14][CH2:15]2)[C:12]([CH3:22])([CH3:23])[C:11]([C:24]2[CH:25]=[CH:26][C:27]([C:28]([O:30][CH3:31])=[O:29])=[CH:32][CH:33]=2)=[CH:10][CH2:9]3)[CH2:6][CH2:5]1)=[O:47])[CH3:50], predict the reactants needed to synthesize it. The reactants are: [NH2:1][C@:2]12[CH2:37][CH2:36][C@@H:35]([C:38]([CH3:40])=[CH2:39])[C@@H:3]1[C@@H:4]1[C@@:17]([CH3:20])([CH2:18][CH2:19]2)[C@@:16]2([CH3:21])[C@@H:7]([C@:8]3([CH3:34])[C@@H:13]([CH2:14][CH2:15]2)[C:12]([CH3:23])([CH3:22])[C:11]([C:24]2[CH:33]=[CH:32][C:27]([C:28]([O:30][CH3:31])=[O:29])=[CH:26][CH:25]=2)=[CH:10][CH2:9]3)[CH2:6][CH2:5]1.[CH:41]([CH:43]1[CH2:45][CH:44]1[C:46]([O:48][CH2:49][CH3:50])=[O:47])=O.C(O[BH-](OC(=O)C)OC(=O)C)(=O)C.[Na+].